From a dataset of Reaction yield outcomes from USPTO patents with 853,638 reactions. Predict the reaction yield, written as a fraction of the theoretical maximum amount of product (1.0 means a 100% yield; for example, 0.34 means a 34% yield). (1) The reactants are [Br:1][C:2]1[CH:7]=[C:6]([CH2:8][OH:9])[CH:5]=[CH:4][C:3]=1[CH2:10][OH:11].[CH3:12][O:13][C:14]([CH3:16])=[CH2:15].[C:17](=[O:20])([O-])[O-].[K+].[K+].[CH2:23]1[CH2:27]OC[CH2:24]1. No catalyst specified. The product is [Br:1][C:2]1[CH:7]=[C:6]([CH2:8][O:9][C:14]([CH3:16])([O:13][CH3:12])[CH3:15])[CH:5]=[CH:4][C:3]=1[CH2:10][O:11][C:23]([O:20][CH3:17])([CH3:27])[CH3:24]. The yield is 0.990. (2) The reactants are [Br:1][CH2:2][C:3]1[CH:8]=[CH:7][CH:6]=[CH:5][CH:4]=1.[CH3:9][C:10]1[CH:15]=[CH:14][N:13]=[CH:12][C:11]=1[NH:16][C:17](=[O:20])[O:18][CH3:19]. The catalyst is C1(C)C=CC=CC=1. The product is [Br-:1].[CH2:2]([N+:13]1[CH:14]=[CH:15][C:10]([CH3:9])=[C:11]([NH:16][C:17]([O:18][CH3:19])=[O:20])[CH:12]=1)[C:3]1[CH:8]=[CH:7][CH:6]=[CH:5][CH:4]=1. The yield is 0.970. (3) The reactants are [OH:1][C:2]1[CH:10]=[C:9]([O:11][CH3:12])[C:8]([O:13][CH3:14])=[CH:7][C:3]=1[C:4]([OH:6])=[O:5].[C:15]1(O)[CH:20]=[CH:19][CH:18]=[CH:17][CH:16]=1.O=S(Cl)Cl. The catalyst is C1(C)C(C)=CC=CC=1. The product is [OH:1][C:2]1[CH:10]=[C:9]([O:11][CH3:12])[C:8]([O:13][CH3:14])=[CH:7][C:3]=1[C:4]([O:6][C:15]1[CH:20]=[CH:19][CH:18]=[CH:17][CH:16]=1)=[O:5]. The yield is 0.640. (4) The reactants are [C:1]([O:5][C:6]([NH:8][C:9]1[CH:16]=[CH:15][C:12]([O:13]C)=[CH:11][CH:10]=1)=[O:7])([CH3:4])([CH3:3])[CH3:2].[C:17]([Li])(C)(C)C.[CH2:22]1[O:24][CH2:23]1.[Cl-].[NH4+]. The catalyst is CCOCC. The product is [OH:13][CH2:12][CH2:15][C:16]1[C:23]([O:24][CH3:22])=[CH:17][CH:11]=[CH:10][C:9]=1[NH:8][C:6]([O:5][C:1]([CH3:2])([CH3:3])[CH3:4])=[O:7]. The yield is 0.370. (5) No catalyst specified. The product is [CH2:15]([N:9]1[CH:8]=[C:7]2[C:11]([C:12]([CH3:14])=[CH:13][C:5]([CH2:3][OH:4])=[CH:6]2)=[N:10]1)[CH:16]([CH3:18])[CH3:17]. The reactants are CO[C:3]([C:5]1[CH:6]=[C:7]2[C:11](=[C:12]([CH3:14])[CH:13]=1)[NH:10][N:9]=[CH:8]2)=[O:4].[CH2:15](Cl)[CH:16]([CH3:18])[CH3:17]. The yield is 0.420. (6) The reactants are COC(=O)[O:4][CH:5]1[C:11]2=[N:12][CH:13]=[C:14]([NH:16][C:17]([O:19][CH2:20][CH3:21])=[O:18])[CH:15]=[C:10]2[CH2:9][CH2:8][CH2:7][CH2:6]1.C([O-])([O-])=O.[K+].[K+]. The catalyst is CO.O. The product is [CH2:20]([O:19][C:17](=[O:18])[NH:16][C:14]1[CH:15]=[C:10]2[CH2:9][CH2:8][CH2:7][CH2:6][CH:5]([OH:4])[C:11]2=[N:12][CH:13]=1)[CH3:21]. The yield is 0.620. (7) The reactants are [N+:1]([C:4]1[C:9]2[NH:10][C:11]([C:17]3[CH:22]=[CH:21][CH:20]=[CH:19][N:18]=3)([C:14]([OH:16])=O)[CH2:12][O:13][C:8]=2[CH:7]=[CH:6][CH:5]=1)([O-:3])=[O:2].F[P-](F)(F)(F)(F)F.[CH3:30][N+:31](C)=C(N(C)C)ON1C2N=CC=CC=2N=N1.C(N(CC)C(C)C)(C)C.CN.C(O)C. The catalyst is CN(C)C=O. The product is [CH3:30][NH:31][C:14]([C:11]1([C:17]2[CH:22]=[CH:21][CH:20]=[CH:19][N:18]=2)[NH:10][C:9]2[C:4]([N+:1]([O-:3])=[O:2])=[CH:5][CH:6]=[CH:7][C:8]=2[O:13][CH2:12]1)=[O:16]. The yield is 0.300.